Dataset: Catalyst prediction with 721,799 reactions and 888 catalyst types from USPTO. Task: Predict which catalyst facilitates the given reaction. (1) Product: [NH2:44][CH2:43][CH2:42][N:4]([CH:1]([CH3:3])[CH3:2])[C:5]([C:7]1[N:8]=[C:9]([N:12]2[CH2:13][CH:14]([S:16][C:17]3[C@H:18]([CH3:41])[C@@H:19]4[C@@H:36]([C@H:37]([OH:39])[CH3:38])[C:35](=[O:40])[N:20]4[C:21]=3[C:22]([OH:24])=[O:23])[CH2:15]2)[S:10][CH:11]=1)=[O:6]. The catalyst class is: 7. Reactant: [CH:1]([N:4]([CH2:42][CH2:43][NH:44]C(OCC1C=CC([N+]([O-])=O)=CC=1)=O)[C:5]([C:7]1[N:8]=[C:9]([N:12]2[CH2:15][CH:14]([S:16][C:17]3[C@H:18]([CH3:41])[C@@H:19]4[C@@H:36]([C@H:37]([OH:39])[CH3:38])[C:35](=[O:40])[N:20]4[C:21]=3[C:22]([O:24]CC3C=CC([N+]([O-])=O)=CC=3)=[O:23])[CH2:13]2)[S:10][CH:11]=1)=[O:6])([CH3:3])[CH3:2]. (2) Reactant: F[C:2]1[CH:9]=[CH:8][CH:7]=[CH:6][C:3]=1[CH:4]=[O:5].C(=O)([O-])[O-].[K+].[K+].[CH3:16][CH:17]([SH:19])[CH3:18]. Product: [CH:17]([S:19][C:2]1[CH:9]=[CH:8][CH:7]=[CH:6][C:3]=1[CH:4]=[O:5])([CH3:18])[CH3:16]. The catalyst class is: 3. (3) Reactant: [NH2:1][C:2]1[N:6]=[CH:5][NH:4][N:3]=1.[H-].[Na+].[CH2:9]([O:11][C:12](=[O:15])[CH2:13]I)[CH3:10]. Product: [CH2:9]([O:11][C:12](=[O:15])[CH2:13][N:4]1[CH:5]=[N:6][C:2]([NH2:1])=[N:3]1)[CH3:10]. The catalyst class is: 18. (4) Reactant: [F:1][C:2]1[CH:7]=[CH:6][C:5]([C:8]2[O:9][C:10]([CH3:22])=[C:11]([CH2:13][O:14][CH:15]3[CH2:20][CH2:19][CH2:18][CH:17]([OH:21])[CH2:16]3)[N:12]=2)=[CH:4][CH:3]=1.[C:23]([C:25]1[CH:26]=[C:27]([CH:31]=[CH:32][CH:33]=1)[C:28](Cl)=[O:29])#[N:24]. Product: [C:23]([C:25]1[CH:26]=[C:27]([CH:31]=[CH:32][CH:33]=1)[C:28]([O:21][C@H:17]1[CH2:18][CH2:19][CH2:20][C@@H:15]([O:14][CH2:13][C:11]2[N:12]=[C:8]([C:5]3[CH:4]=[CH:3][C:2]([F:1])=[CH:7][CH:6]=3)[O:9][C:10]=2[CH3:22])[CH2:16]1)=[O:29])#[N:24]. The catalyst class is: 17. (5) Reactant: [CH3:1][C:2]1[C:11]2[C:6](=[CH:7][CH:8]=[CH:9][CH:10]=2)[N:5]=[C:4]([CH2:12][N:13]2[C:22](=[O:23])[C:21]3[N:20]([CH2:24][C:25]#[C:26][CH3:27])[C:19](Br)=[N:18][C:17]=3[N:16]([CH3:29])[C:14]2=[O:15])[N:3]=1.C(=O)([O-])[O-].[K+].[K+].[NH:36]1[CH2:41][CH2:40][CH2:39][C@@H:38]([NH2:42])[CH2:37]1. Product: [CH3:27][C:26]#[C:25][CH2:24][N:20]1[C:19]([N:36]2[CH2:37][C@H:38]([NH2:42])[CH2:39][CH2:40][CH2:41]2)=[N:18][C:17]2[N:16]([CH3:29])[C:14]([N:13]([CH2:12][C:4]3[N:3]=[C:2]([CH3:1])[C:11]4[CH:10]=[CH:9][CH:8]=[CH:7][C:6]=4[N:5]=3)[C:22](=[O:23])[C:21]1=2)=[O:15]. The catalyst class is: 824. (6) Reactant: CC1C=C2N=C3C(=NC(NC3=O)=O)N(C[C@H](O)[C@H](O)[C@H](O)CO)C2=CC=1C.C([O:35][CH2:36][C:37]1[N:38]=[C:39]2[C:45]([C:46]3[CH:51]=[CH:50][CH:49]=[CH:48][CH:47]=3)=[C:44]([C:52]3[CH:57]=[CH:56][C:55]([C:58]4([NH:62][C:63](=[O:69])[O:64][C:65]([CH3:68])([CH3:67])[CH3:66])[CH2:61][CH2:60][CH2:59]4)=[CH:54][CH:53]=3)[O:43][C:40]2=[N:41][CH:42]=1)C1C=CC=CC=1. Product: [OH:35][CH2:36][C:37]1[N:38]=[C:39]2[C:45]([C:46]3[CH:47]=[CH:48][CH:49]=[CH:50][CH:51]=3)=[C:44]([C:52]3[CH:57]=[CH:56][C:55]([C:58]4([NH:62][C:63](=[O:69])[O:64][C:65]([CH3:67])([CH3:66])[CH3:68])[CH2:59][CH2:60][CH2:61]4)=[CH:54][CH:53]=3)[O:43][C:40]2=[N:41][CH:42]=1. The catalyst class is: 43. (7) Reactant: [NH2:1][C:2]1[CH:3]=[C:4]([NH:8][C:9]([NH:11][C:12]2[CH:20]=[C:19]3[C:15]([CH2:16][C:17](=[O:21])[NH:18]3)=[CH:14][CH:13]=2)=[O:10])[CH:5]=[CH:6][CH:7]=1.[CH3:22][C:23]1[N:24]=[CH:25][N:26]([C:28]2[CH:29]=[C:30]([CH:34]=[C:35]([C:37]([F:40])([F:39])[F:38])[CH:36]=2)[C:31](O)=[O:32])[CH:27]=1.C(N(CC)C(C)C)(C)C.CN(C(ON1N=NC2C=CC=NC1=2)=[N+](C)C)C.F[P-](F)(F)(F)(F)F. Product: [CH3:22][C:23]1[N:24]=[CH:25][N:26]([C:28]2[CH:29]=[C:30]([CH:34]=[C:35]([C:37]([F:40])([F:38])[F:39])[CH:36]=2)[C:31]([NH:1][C:2]2[CH:7]=[CH:6][CH:5]=[C:4]([NH:8][C:9]([NH:11][C:12]3[CH:20]=[C:19]4[C:15]([CH2:16][C:17](=[O:21])[NH:18]4)=[CH:14][CH:13]=3)=[O:10])[CH:3]=2)=[O:32])[CH:27]=1. The catalyst class is: 3. (8) Reactant: Cl[C:2]1[C:7]([C:8]([F:11])([F:10])[F:9])=[CH:6][C:5]([N+:12]([O-:14])=[O:13])=[CH:4][N:3]=1.[CH3:15][N:16]([CH3:20])[CH2:17][CH2:18][OH:19].[H-].[Na+]. Product: [CH3:15][N:16]([CH3:20])[CH2:17][CH2:18][O:19][C:2]1[C:7]([C:8]([F:11])([F:10])[F:9])=[CH:6][C:5]([N+:12]([O-:14])=[O:13])=[CH:4][N:3]=1. The catalyst class is: 1. (9) Reactant: Cl[CH2:2][C:3]1[N:4]=[C:5]([C:9]2[O:10][CH:11]=[CH:12][CH:13]=2)[O:6][C:7]=1[CH3:8].C(=O)([O-])[O-].[K+].[K+].[CH:20]([C:22]1[CH:23]=[CH:24][C:25]([OH:32])=[C:26]([CH:31]=1)[C:27]([O:29][CH3:30])=[O:28])=[O:21].CN(C)C=O. Product: [CH:20]([C:22]1[CH:23]=[CH:24][C:25]([O:32][CH2:2][C:3]2[N:4]=[C:5]([C:9]3[O:10][CH:11]=[CH:12][CH:13]=3)[O:6][C:7]=2[CH3:8])=[C:26]([CH:31]=1)[C:27]([O:29][CH3:30])=[O:28])=[O:21]. The catalyst class is: 6. (10) Reactant: [CH2:1]([N:4]1[CH2:8][CH2:7][CH2:6][CH2:5]1)[CH2:2][CH3:3].[CH2:9]([O:11][CH2:12][Cl:13])[CH3:10]. Product: [Cl-:13].[CH2:9]([O:11][CH2:12][N+:4]1([CH2:1][CH2:2][CH3:3])[CH2:8][CH2:7][CH2:6][CH2:5]1)[CH3:10]. The catalyst class is: 95.